From a dataset of Forward reaction prediction with 1.9M reactions from USPTO patents (1976-2016). Predict the product of the given reaction. (1) Given the reactants [F:1][C:2]1[CH:7]=[CH:6][C:5]([N:8]2[C:16]3[CH:15]=[C:14]4[CH2:17][CH2:18][CH2:19][C:20]5[C:21]([C:27]#[N:28])([CH2:22][CH2:23][C:24](=[O:26])[CH:25]=5)[C:13]4=[CH:12][C:11]=3[CH:10]=[N:9]2)=[CH:4][CH:3]=1.[H][H], predict the reaction product. The product is: [F:1][C:2]1[CH:7]=[CH:6][C:5]([N:8]2[C:16]3[CH:15]=[C:14]4[CH2:17][CH2:18][CH2:19][C@H:20]5[CH2:25][C:24](=[O:26])[CH2:23][CH2:22][C@:21]5([C:27]#[N:28])[C:13]4=[CH:12][C:11]=3[CH:10]=[N:9]2)=[CH:4][CH:3]=1.[F:1][C:2]1[CH:7]=[CH:6][C:5]([N:8]2[C:16]3[CH:15]=[C:14]4[CH2:17][CH2:18][CH2:19][C@@H:20]5[CH2:25][C:24](=[O:26])[CH2:23][CH2:22][C@@:21]5([C:27]#[N:28])[C:13]4=[CH:12][C:11]=3[CH:10]=[N:9]2)=[CH:4][CH:3]=1. (2) Given the reactants Br[C:2]1[CH:7]=[CH:6][CH:5]=[C:4]([Cl:8])[C:3]=1[Cl:9].C([Li])CCC.C[O:16][B:17](OC)[O:18]C.Cl, predict the reaction product. The product is: [Cl:9][C:3]1[C:4]([Cl:8])=[CH:5][CH:6]=[CH:7][C:2]=1[B:17]([OH:18])[OH:16].